This data is from Full USPTO retrosynthesis dataset with 1.9M reactions from patents (1976-2016). The task is: Predict the reactants needed to synthesize the given product. (1) Given the product [C:1]([CH2:3][CH2:4][S:5][C:6]1[CH:11]=[C:10]([NH2:12])[C:9]([S:13][CH2:14][CH2:15][C:16]#[N:17])=[CH:8][C:7]=1[NH:18][C:26](=[O:27])[C:25]1[CH:24]=[CH:23][C:22]([N+:19]([O-:21])=[O:20])=[CH:30][CH:29]=1)#[N:2], predict the reactants needed to synthesize it. The reactants are: [C:1]([CH2:3][CH2:4][S:5][C:6]1[CH:11]=[C:10]([NH2:12])[C:9]([S:13][CH2:14][CH2:15][C:16]#[N:17])=[CH:8][C:7]=1[NH2:18])#[N:2].[N+:19]([C:22]1[CH:30]=[CH:29][C:25]([C:26](Cl)=[O:27])=[CH:24][CH:23]=1)([O-:21])=[O:20].O. (2) The reactants are: [Br:1][C:2]1[CH:18]=[CH:17][C:5]2[C:6](Cl)=[N:7][C:8]3[C:13]([C:4]=2[CH:3]=1)=[C:12]([Cl:14])[N:11]=[C:10]([CH3:15])[CH:9]=3.CCN(CC)CC.[NH2:26][CH2:27][C:28]1[CH:33]=[CH:32][CH:31]=[CH:30][N:29]=1. Given the product [Br:1][C:2]1[CH:18]=[CH:17][C:5]2[C:6]([NH:26][CH2:27][C:28]3[CH:33]=[CH:32][CH:31]=[CH:30][N:29]=3)=[N:7][C:8]3[C:13]([C:4]=2[CH:3]=1)=[C:12]([Cl:14])[N:11]=[C:10]([CH3:15])[CH:9]=3, predict the reactants needed to synthesize it. (3) Given the product [Br:15][C:13]1[CH:12]=[C:4]([CH:3]=[C:2]([CH:19]([OH:20])[CH:18]([F:24])[F:17])[CH:14]=1)[C:5]([O:7][C:8]([CH3:11])([CH3:10])[CH3:9])=[O:6], predict the reactants needed to synthesize it. The reactants are: Br[C:2]1[CH:3]=[C:4]([CH:12]=[C:13]([Br:15])[CH:14]=1)[C:5]([O:7][C:8]([CH3:11])([CH3:10])[CH3:9])=[O:6].[Cl-].[F:17][CH:18]([F:24])[C:19](OCC)=[O:20].[Cl-].[NH4+]. (4) Given the product [Br:14][C:7]1[CH:8]=[C:9]([C:10]([F:13])([F:11])[F:12])[C:4]([O:3][CH2:1][CH3:2])=[N:5][CH:6]=1, predict the reactants needed to synthesize it. The reactants are: [CH2:1]([O:3][C:4]1[C:9]([C:10]([F:13])([F:12])[F:11])=[CH:8][CH:7]=[CH:6][N:5]=1)[CH3:2].[Br:14]N1C(C)(C)C(=O)N(Br)C1=O.CCOC(C)=O.CCCCCC. (5) Given the product [NH2:17][C:15]1[N:16]=[C:12]([NH:11][CH2:10][CH2:9][CH2:8][NH2:7])[S:13][C:14]=1[C:18]([CH:20]1[CH2:21][CH2:22]1)=[O:19], predict the reactants needed to synthesize it. The reactants are: C(OC(=O)[NH:7][CH2:8][CH2:9][CH2:10][NH:11][C:12]1[S:13][C:14]([C:18]([CH:20]2[CH2:22][CH2:21]2)=[O:19])=[C:15]([NH2:17])[N:16]=1)(C)(C)C.Cl. (6) Given the product [CH2:1]([O:8][C:9]([NH:11][C@@H:12]([CH2:16][S:17][CH2:18][C@H:19]([O:35][C:36](=[O:48])[NH:37][CH2:38][CH2:39][CH2:40][CH2:41][CH2:42][CH2:43][CH2:44][CH2:45][CH2:46][CH3:47])[CH2:20][O:21][C:22](=[O:34])[NH:23][CH2:24][CH2:25][CH2:26][CH2:27][CH2:28][CH2:29][CH2:30][CH2:31][CH2:32][CH3:33])[C:13](=[O:14])[NH:82][CH2:83][CH2:84][O:85][CH2:86][CH2:87][O:88][CH2:89][CH2:90][O:91][CH2:92][CH2:93][C:94]([O:96][C:97]([CH3:100])([CH3:99])[CH3:98])=[O:95])=[O:10])[C:2]1[CH:3]=[CH:4][CH:5]=[CH:6][CH:7]=1, predict the reactants needed to synthesize it. The reactants are: [CH2:1]([O:8][C:9]([NH:11][C@@H:12]([CH2:16][S:17][CH2:18][C@H:19]([O:35][C:36](=[O:48])[NH:37][CH2:38][CH2:39][CH2:40][CH2:41][CH2:42][CH2:43][CH2:44][CH2:45][CH2:46][CH3:47])[CH2:20][O:21][C:22](=[O:34])[NH:23][CH2:24][CH2:25][CH2:26][CH2:27][CH2:28][CH2:29][CH2:30][CH2:31][CH2:32][CH3:33])[C:13](O)=[O:14])=[O:10])[C:2]1[CH:7]=[CH:6][CH:5]=[CH:4][CH:3]=1.CN(C(ON1N=NC2C=CC=CC1=2)=[N+](C)C)C.F[P-](F)(F)(F)(F)F.CCN(C(C)C)C(C)C.[NH2:82][CH2:83][CH2:84][O:85][CH2:86][CH2:87][O:88][CH2:89][CH2:90][O:91][CH2:92][CH2:93][C:94]([O:96][C:97]([CH3:100])([CH3:99])[CH3:98])=[O:95].